Dataset: Full USPTO retrosynthesis dataset with 1.9M reactions from patents (1976-2016). Task: Predict the reactants needed to synthesize the given product. (1) The reactants are: C(OC([N:8]1[CH2:13][CH2:12][CH2:11][CH2:10][CH:9]1[CH2:14][NH:15][C:16]1[CH:21]=[CH:20][CH:19]=[C:18]([NH:22][C:23]([NH:25][C:26]2[N:27]=[C:28]([C:31]3[CH:36]=[CH:35][N:34]=[CH:33][CH:32]=3)[S:29][CH:30]=2)=[O:24])[N:17]=1)=O)(C)(C)C.C(O)(C(F)(F)F)=O. Given the product [NH:8]1[CH2:13][CH2:12][CH2:11][CH2:10][CH:9]1[CH2:14][NH:15][C:16]1[N:17]=[C:18]([NH:22][C:23]([NH:25][C:26]2[N:27]=[C:28]([C:31]3[CH:36]=[CH:35][N:34]=[CH:33][CH:32]=3)[S:29][CH:30]=2)=[O:24])[CH:19]=[CH:20][CH:21]=1, predict the reactants needed to synthesize it. (2) Given the product [CH3:12][C:7]1[S:6][C:5]2[NH:4][C:3]3[CH:13]=[CH:14][CH:15]=[CH:16][C:2]=3[N:1]=[C:10]([N:11]3[CH2:21][CH2:20][N:4]([CH3:5])[CH2:3][CH2:2]3)[C:9]=2[CH:8]=1, predict the reactants needed to synthesize it. The reactants are: [NH2:1][C:2]1[CH:16]=[CH:15][CH:14]=[CH:13][C:3]=1[NH:4][C:5]1[S:6][C:7]([CH3:12])=[CH:8][C:9]=1[C:10]#[N:11].O1[CH2:21][CH2:20]CC1.O. (3) Given the product [CH3:25][N:22]1[C:23]([CH3:24])=[C:19]([C:17]([NH:16][C:12]2[C:11]([F:33])=[CH:10][C:9]([O:8][C:6]3[CH:5]=[CH:4][N:3]=[C:2]([NH:1][C:41]([N:51]4[CH2:56][CH2:55][O:54][CH2:53][CH2:52]4)=[O:42])[CH:7]=3)=[C:14]([F:15])[CH:13]=2)=[O:18])[C:20](=[O:32])[N:21]1[C:26]1[CH:27]=[CH:28][CH:29]=[CH:30][CH:31]=1, predict the reactants needed to synthesize it. The reactants are: [NH2:1][C:2]1[CH:7]=[C:6]([O:8][C:9]2[C:14]([F:15])=[CH:13][C:12]([NH:16][C:17]([C:19]3[C:20](=[O:32])[N:21]([C:26]4[CH:31]=[CH:30][CH:29]=[CH:28][CH:27]=4)[N:22]([CH3:25])[C:23]=3[CH3:24])=[O:18])=[C:11]([F:33])[CH:10]=2)[CH:5]=[CH:4][N:3]=1.CCN(CC)CC.[C:41](Cl)(=O)[O:42]C1C=CC=CC=1.[NH:51]1[CH2:56][CH2:55][O:54][CH2:53][CH2:52]1. (4) Given the product [CH3:14][C:7]1[CH:6]=[C:5](/[CH:4]=[CH:3]/[C:2]([F:1])([F:16])[F:15])[CH:13]=[CH:12][C:8]=1[C:9]([NH:37][C:32]1[CH:31]=[C:30]2[C:35]([CH:36]=[C:27]([C:25]([O:24][CH3:23])=[O:26])[CH:28]=[N:29]2)=[CH:34][CH:33]=1)=[O:11], predict the reactants needed to synthesize it. The reactants are: [F:1][C:2]([F:16])([F:15])/[CH:3]=[CH:4]/[C:5]1[CH:13]=[CH:12][C:8]([C:9]([OH:11])=O)=[C:7]([CH3:14])[CH:6]=1.C(Cl)(=O)C(Cl)=O.[CH3:23][O:24][C:25]([C:27]1[CH:28]=[N:29][C:30]2[C:35]([CH:36]=1)=[CH:34][CH:33]=[C:32]([NH2:37])[CH:31]=2)=[O:26]. (5) Given the product [F:1][C:2]([F:7])([F:6])[C:3]([OH:5])=[O:4].[F:1][C:2]([F:7])([F:6])[C:3]([OH:5])=[O:4].[F:1][C:2]([F:7])([F:6])[C:3]([OH:5])=[O:4].[Cl:31][C:22]1[CH:23]=[N:24][C:25]2[NH:26][C:27]3[CH:28]=[C:9]([C:41]4[CH:46]=[CH:45][N:44]=[C:43]([N:47]5[CH2:48][CH2:49][NH:50][CH2:51][CH2:52]5)[CH:42]=4)[CH:10]=[C:11]([CH:29]=3)[CH2:12][CH2:13][O:14][C:15]3[CH:32]=[C:19]([NH:20][C:21]=1[N:30]=2)[CH:18]=[CH:17][CH:16]=3, predict the reactants needed to synthesize it. The reactants are: [F:1][C:2]([F:7])([F:6])[C:3]([OH:5])=[O:4].Br[C:9]1[CH:10]=[C:11]2[CH:29]=[C:27]([CH:28]=1)[NH:26][C:25]1=[N:30][C:21](=[C:22]([Cl:31])[CH:23]=[N:24]1)[NH:20][C:19]1=[CH:32][C:15](=[CH:16][CH:17]=[CH:18]1)[O:14][CH2:13][CH2:12]2.CC1(C)C(C)(C)OB([C:41]2[CH:46]=[CH:45][N:44]=[C:43]([N:47]3[CH2:52][CH2:51][N:50](C(OC(C)(C)C)=O)[CH2:49][CH2:48]3)[CH:42]=2)O1.C(=O)([O-])[O-].[Na+].[Na+]. (6) Given the product [N:30]1([C:28]([C:24]2[CH:23]=[C:22]([N:15]([CH:35]3[CH2:39][CH2:38][CH2:37][CH2:36]3)[C:13](=[O:14])[N:12]([CH3:65])[C:10]3[S:11][C:7]([S:6][CH2:5][C:4]([OH:3])=[O:34])=[CH:8][N:9]=3)[CH:27]=[CH:26][CH:25]=2)=[O:29])[CH2:33][CH2:32][CH2:31]1, predict the reactants needed to synthesize it. The reactants are: C([O:3][C:4](=[O:34])[CH2:5][S:6][C:7]1[S:11][C:10]([NH:12][C:13]([N:15]([C:22]2[CH:27]=[CH:26][CH:25]=[C:24]([C:28]([N:30]3[CH2:33][CH2:32][CH2:31]3)=[O:29])[CH:23]=2)CC2CCCC2)=[O:14])=[N:9][CH:8]=1)C.[CH:35]1(CN(C2C=CC(S(C)(=O)=O)=CC=2)C(=O)NC2SC=C(CC(O)=O)N=2)[CH2:39][CH2:38][CH2:37][CH2:36]1.N1(C(C2C=CC=C(NCC3CCCC3)C=2)=O)CC[CH2:65]1.C(OC(=O)CSC1SC(N)=NC=1)C. (7) Given the product [N:39]1[C:31]([NH:1][CH:2]([C:4]2[N:9]([C:10]3[CH:15]=[CH:14][CH:13]=[CH:12][CH:11]=3)[C:8](=[O:16])[N:7]3[C:17]([Cl:20])=[CH:18][N:19]=[C:6]3[CH:5]=2)[CH3:3])=[C:32]2[C:36]([NH:35][CH:34]=[N:33]2)=[N:37][CH:38]=1, predict the reactants needed to synthesize it. The reactants are: [NH2:1][CH:2]([C:4]1[N:9]([C:10]2[CH:15]=[CH:14][CH:13]=[CH:12][CH:11]=2)[C:8](=[O:16])[N:7]2[C:17]([Cl:20])=[CH:18][N:19]=[C:6]2[CH:5]=1)[CH3:3].CCN(C(C)C)C(C)C.Cl[C:31]1[N:39]=[CH:38][N:37]=[C:36]2[C:32]=1[N:33]=[CH:34][NH:35]2.